From a dataset of Peptide-MHC class I binding affinity with 185,985 pairs from IEDB/IMGT. Regression. Given a peptide amino acid sequence and an MHC pseudo amino acid sequence, predict their binding affinity value. This is MHC class I binding data. (1) The peptide sequence is TTHHTIPLL. The MHC is HLA-B58:01 with pseudo-sequence HLA-B58:01. The binding affinity (normalized) is 0.253. (2) The peptide sequence is VRVCACPGR. The MHC is HLA-B08:03 with pseudo-sequence HLA-B08:03. The binding affinity (normalized) is 0.0847. (3) The peptide sequence is NISGYNFSL. The MHC is HLA-A02:06 with pseudo-sequence HLA-A02:06. The binding affinity (normalized) is 0.538. (4) The peptide sequence is YFPDWQNYT. The MHC is HLA-B51:01 with pseudo-sequence HLA-B51:01. The binding affinity (normalized) is 0.